Dataset: Full USPTO retrosynthesis dataset with 1.9M reactions from patents (1976-2016). Task: Predict the reactants needed to synthesize the given product. (1) Given the product [CH:60]1([C:63]2[NH:67][N:66]=[C:65]([N:45]([CH2:46][C:48]3[CH:49]=[CH:50][C:51]([F:54])=[CH:52][CH:53]=3)[C:32]3[CH:31]=[CH:30][CH:29]=[C:34]([NH2:35])[N:33]=3)[CH:64]=2)[CH2:62][CH2:61]1, predict the reactants needed to synthesize it. The reactants are: C1(C2C=CC=CC=2)C=CC=CC=1C(P(C)C)P(C)C.CC(C)([O-])C.[Na+].N#N.F[C:29]1[CH:30]=[C:31](CNC(=O)C)[C:32]([NH:45][C@H:46]([C:48]2[CH:53]=[CH:52][C:51]([F:54])=[CH:50][CH:49]=2)C)=[N:33][C:34]=1[NH:35]C1C=C(OC(C)C)NN=1.[CH:60]1([C:63]2[NH:67][N:66]=[C:65](N)[CH:64]=2)[CH2:62][CH2:61]1. (2) Given the product [ClH:20].[Cl:20][C:21]1[CH:22]=[C:23]([N:27]2[CH2:32][CH2:31][N:30]([CH2:2][CH2:3][CH2:4][CH2:5][CH2:6][CH2:7][C:8]3([CH2:18][CH3:19])[C:16]4[C:11](=[CH:12][CH:13]=[CH:14][CH:15]=4)[NH:10][C:9]3=[O:17])[CH2:29][CH2:28]2)[CH:24]=[CH:25][CH:26]=1, predict the reactants needed to synthesize it. The reactants are: Br[CH2:2][CH2:3][CH2:4][CH2:5][CH2:6][CH2:7][C:8]1([CH2:18][CH3:19])[C:16]2[C:11](=[CH:12][CH:13]=[CH:14][CH:15]=2)[NH:10][C:9]1=[O:17].[Cl:20][C:21]1[CH:22]=[C:23]([N:27]2[CH2:32][CH2:31][NH:30][CH2:29][CH2:28]2)[CH:24]=[CH:25][CH:26]=1. (3) Given the product [CH3:34][O:35][C:36]1[CH:37]=[CH:38][C:39]([CH2:40][O:41][C:42]([C:44]2[CH:49]=[CH:48][C:47](=[O:50])[N:46]([CH2:51][CH2:52][O:32][C:31](=[O:33])[C@H:27]([CH:28]([CH3:29])[CH3:30])[NH:26][C:16]([O:18][CH2:19][C:20]3[CH:25]=[CH:24][CH:23]=[CH:22][CH:21]=3)=[O:17])[CH:45]=2)=[O:43])=[CH:54][CH:55]=1, predict the reactants needed to synthesize it. The reactants are: C1CCC(N=C=NC2CCCCC2)CC1.[C:16]([NH:26][C@H:27]([C:31]([OH:33])=[O:32])[CH:28]([CH3:30])[CH3:29])([O:18][CH2:19][C:20]1[CH:25]=[CH:24][CH:23]=[CH:22][CH:21]=1)=[O:17].[CH3:34][O:35][C:36]1[CH:55]=[CH:54][C:39]([CH2:40][O:41][C:42]([C:44]2[CH:49]=[CH:48][C:47](=[O:50])[N:46]([CH2:51][CH2:52]O)[CH:45]=2)=[O:43])=[CH:38][CH:37]=1. (4) Given the product [NH2:20][C:18]1[S:19][C:2]([CH2:10][C:11]2[CH:16]=[CH:15][CH:14]=[CH:13][CH:12]=2)=[C:3]([C:4]([O:6][CH2:7][CH3:8])=[O:5])[N:17]=1, predict the reactants needed to synthesize it. The reactants are: Br[CH:2]([CH2:10][C:11]1[CH:16]=[CH:15][CH:14]=[CH:13][CH:12]=1)[C:3](=O)[C:4]([O:6][CH2:7][CH3:8])=[O:5].[NH2:17][C:18]([NH2:20])=[S:19]. (5) Given the product [C:14]([NH:1][CH2:2][C:3]1[CH:4]=[CH:5][C:6]([C:7]([OH:9])=[O:8])=[CH:10][CH:11]=1)(=[O:16])[CH3:15], predict the reactants needed to synthesize it. The reactants are: [NH2:1][CH2:2][C:3]1[CH:11]=[CH:10][C:6]([C:7]([OH:9])=[O:8])=[CH:5][CH:4]=1.[OH-].[Na+].[C:14](OC(=O)C)(=[O:16])[CH3:15].Cl. (6) Given the product [CH3:17][C:3]1[CH:4]=[C:5]([O:9][CH2:10][CH2:11][CH2:12][S:13]([CH3:16])(=[O:15])=[O:14])[CH:6]=[C:7]([CH3:8])[C:2]=1[C:24]1[CH:23]=[CH:22][CH:21]=[C:20]([CH:18]=[O:19])[CH:25]=1, predict the reactants needed to synthesize it. The reactants are: Br[C:2]1[C:7]([CH3:8])=[CH:6][C:5]([O:9][CH2:10][CH2:11][CH2:12][S:13]([CH3:16])(=[O:15])=[O:14])=[CH:4][C:3]=1[CH3:17].[CH:18]([C:20]1[CH:21]=[C:22](B(O)O)[CH:23]=[CH:24][CH:25]=1)=[O:19].P([O-])([O-])([O-])=O.[K+].[K+].[K+].O. (7) The reactants are: [CH3:1][O:2][C:3]([C:5]1[C:13]2[C:8](=[CH:9][CH:10]=[C:11]([O:14][C:15]3[CH:20]=[CH:19][C:18]([O:21][C:22]([F:25])([F:24])[F:23])=[CH:17][CH:16]=3)[CH:12]=2)[N:7]([C:26]2[CH:31]=[CH:30][C:29]([OH:32])=[CH:28][CH:27]=2)[C:6]=1[CH2:33][C:34]([OH:36])=[O:35])=[O:4].[S:37](O[S:37]([C:40]([F:43])([F:42])[F:41])(=[O:39])=[O:38])([C:40]([F:43])([F:42])[F:41])(=[O:39])=[O:38].N1C=CC=C[CH:53]=1. Given the product [CH3:1][O:2][C:3]([C:5]1[C:13]2[C:8](=[CH:9][CH:10]=[C:11]([O:14][C:15]3[CH:20]=[CH:19][C:18]([O:21][C:22]([F:25])([F:24])[F:23])=[CH:17][CH:16]=3)[CH:12]=2)[N:7]([C:26]2[CH:31]=[CH:30][C:29]([O:32][S:37]([C:40]([F:43])([F:42])[F:41])(=[O:39])=[O:38])=[CH:28][CH:27]=2)[C:6]=1[CH2:33][C:34]([O:36][CH3:53])=[O:35])=[O:4], predict the reactants needed to synthesize it. (8) Given the product [NH2:11][C@H:12]1[CH2:17][CH2:16][N:15]([C:18]2[CH:19]=[C:20]([CH:25]=[CH:26][CH:27]=2)[C:21]([O:23][CH3:24])=[O:22])[CH2:14][C@H:13]1[O:28][CH3:29], predict the reactants needed to synthesize it. The reactants are: C(OC([NH:11][C@H:12]1[CH2:17][CH2:16][N:15]([C:18]2[CH:19]=[C:20]([CH:25]=[CH:26][CH:27]=2)[C:21]([O:23][CH3:24])=[O:22])[CH2:14][C@H:13]1[O:28][CH3:29])=O)C1C=CC=CC=1.